Dataset: Peptide-MHC class I binding affinity with 185,985 pairs from IEDB/IMGT. Task: Regression. Given a peptide amino acid sequence and an MHC pseudo amino acid sequence, predict their binding affinity value. This is MHC class I binding data. The peptide sequence is GPASLPTAL. The MHC is HLA-B40:01 with pseudo-sequence HLA-B40:01. The binding affinity (normalized) is 0.0847.